From a dataset of NCI-60 drug combinations with 297,098 pairs across 59 cell lines. Regression. Given two drug SMILES strings and cell line genomic features, predict the synergy score measuring deviation from expected non-interaction effect. Cell line: EKVX. Drug 2: CS(=O)(=O)CCNCC1=CC=C(O1)C2=CC3=C(C=C2)N=CN=C3NC4=CC(=C(C=C4)OCC5=CC(=CC=C5)F)Cl. Synergy scores: CSS=20.7, Synergy_ZIP=-6.24, Synergy_Bliss=-1.74, Synergy_Loewe=-2.23, Synergy_HSA=0.912. Drug 1: CC1=C(C(=CC=C1)Cl)NC(=O)C2=CN=C(S2)NC3=CC(=NC(=N3)C)N4CCN(CC4)CCO.